From a dataset of Full USPTO retrosynthesis dataset with 1.9M reactions from patents (1976-2016). Predict the reactants needed to synthesize the given product. (1) Given the product [Br:13][CH2:12][C:11]1[C:2]([F:1])=[C:3]([CH:8]=[CH:9][CH:10]=1)[C:4]([O:6][CH3:7])=[O:5], predict the reactants needed to synthesize it. The reactants are: [F:1][C:2]1[C:11]([CH3:12])=[CH:10][CH:9]=[CH:8][C:3]=1[C:4]([O:6][CH3:7])=[O:5].[Br:13]N1C(=O)CCC1=O.C(OOC(=O)C1C=CC=CC=1)(=O)C1C=CC=CC=1. (2) Given the product [NH:21]1[C:29]2[C:24](=[CH:25][CH:26]=[CH:27][C:28]=2[CH2:30][N:8]2[CH2:9][C:5]3[C:4]([NH:10][C:11]4[CH:12]=[N:13][C:14]5[C:19]([CH:20]=4)=[CH:18][CH:17]=[CH:16][CH:15]=5)=[N:3][CH:2]=[N:1][C:6]=3[CH2:7]2)[CH:23]=[CH:22]1, predict the reactants needed to synthesize it. The reactants are: [N:1]1[C:6]2[CH2:7][NH:8][CH2:9][C:5]=2[C:4]([NH:10][C:11]2[CH:12]=[N:13][C:14]3[C:19]([CH:20]=2)=[CH:18][CH:17]=[CH:16][CH:15]=3)=[N:3][CH:2]=1.[NH:21]1[C:29]2[C:24](=[CH:25][CH:26]=[CH:27][C:28]=2[CH:30]=O)[CH:23]=[CH:22]1.ClCCCl.CO.C(O[BH-](OC(=O)C)OC(=O)C)(=O)C.[Na+]. (3) Given the product [CH2:32]([B:36]1[O:31][C@H:14]2[CH2:15][C@H:16]([C@H:17]([CH2:18][CH2:19][C@@H:20]([OH:29])[CH2:21][CH2:22][C:23]3[CH:24]=[CH:25][CH:26]=[CH:27][CH:28]=3)[C@H:13]2[CH2:12]/[CH:11]=[CH:10]\[CH2:9][CH2:8][CH2:7][C:5]([O:4][CH:2]([CH3:1])[CH3:3])=[O:6])[O:30]1)[CH2:33][CH2:34][CH3:35], predict the reactants needed to synthesize it. The reactants are: [CH3:1][CH:2]([O:4][C:5]([CH2:7][CH2:8][CH2:9]/[CH:10]=[CH:11]\[CH2:12][C@@H:13]1[C@@H:17]([CH2:18][CH2:19][C@@H:20]([OH:29])[CH2:21][CH2:22][C:23]2[CH:24]=[CH:25][CH:26]=[CH:27][CH:28]=2)[C@H:16]([OH:30])[CH2:15][C@@H:14]1[OH:31])=[O:6])[CH3:3].[CH2:32]([B:36](O)O)[CH2:33][CH2:34][CH3:35]. (4) Given the product [Cl:32][C:33]1[CH:34]=[CH:35][C:36]([CH2:37][NH:38][C:39]([C:4]2[S:3](=[O:23])(=[O:24])[N:2]([CH3:1])[C:7]3[CH:8]=[CH:9][C:10]([C:12]#[C:13][CH2:14][O:15][CH:16]4[CH2:21][CH2:20][CH2:19][CH2:18][O:17]4)=[CH:11][C:6]=3[C:5]=2[OH:22])=[O:40])=[CH:41][CH:42]=1, predict the reactants needed to synthesize it. The reactants are: [CH3:1][N:2]1[C:7]2[CH:8]=[CH:9][C:10]([C:12]#[C:13][CH2:14][O:15][CH:16]3[CH2:21][CH2:20][CH2:19][CH2:18][O:17]3)=[CH:11][C:6]=2[C:5](=[O:22])[CH2:4][S:3]1(=[O:24])=[O:23].C(N(CC)CC)C.[Cl:32][C:33]1[CH:42]=[CH:41][C:36]([CH2:37][N:38]=[C:39]=[O:40])=[CH:35][CH:34]=1.Cl. (5) Given the product [ClH:1].[Cl:1][C:2]1[CH:3]=[CH:4][C:5]2[N:9]=[C:8]([S:10][CH2:11][C:12]3[CH:13]=[N:14][C:15]([C:18]([F:20])([F:21])[F:19])=[CH:16][CH:17]=3)[N:7]([C:22]3[CH:23]=[N:24][C:25]([O:28][CH3:29])=[CH:26][CH:27]=3)[C:6]=2[CH:30]=1, predict the reactants needed to synthesize it. The reactants are: [Cl:1][C:2]1[CH:3]=[CH:4][C:5]2[N:9]=[C:8]([S:10][CH2:11][C:12]3[CH:13]=[N:14][C:15]([C:18]([F:21])([F:20])[F:19])=[CH:16][CH:17]=3)[N:7]([C:22]3[CH:23]=[N:24][C:25]([O:28][CH3:29])=[CH:26][CH:27]=3)[C:6]=2[CH:30]=1.C(OCC)(=O)C.Cl.